This data is from Full USPTO retrosynthesis dataset with 1.9M reactions from patents (1976-2016). The task is: Predict the reactants needed to synthesize the given product. (1) Given the product [C:44]([N:5]1[CH2:8][CH:7]([CH2:9][CH2:10][CH2:11][CH2:12][NH:13][C:14]([N:16]2[CH2:24][C:23]3[CH:22]=[CH:21][N:20]=[CH:19][C:18]=3[CH2:17]2)=[O:15])[CH2:6]1)(=[O:49])[C:41]1[CH:42]=[CH:43][CH:38]=[CH:39][CH:40]=1, predict the reactants needed to synthesize it. The reactants are: C(Cl)(=O)C.[NH:5]1[CH2:8][CH:7]([CH2:9][CH2:10][CH2:11][CH2:12][NH:13][C:14]([N:16]2[CH2:24][C:23]3[CH:22]=[CH:21][N:20]=[CH:19][C:18]=3[CH2:17]2)=[O:15])[CH2:6]1.NC1C=C2C(=CC=1)CN(C(N[C:38]1[CH:43]=[CH:42][C:41]([C:44](=[O:49])NCCC)=[CH:40][CH:39]=1)=O)C2. (2) Given the product [NH2:27][C:24]1[CH:25]=[CH:26][C:21]([C:20]([N:17]2[CH2:18][CH2:19][N:14]([CH2:13][C:9]3[CH:8]=[C:7]([CH:12]=[CH:11][CH:10]=3)[C:6]([NH:5][C:1]([CH3:4])([CH3:3])[CH3:2])=[O:34])[CH:15]([CH2:32][F:33])[CH2:16]2)=[O:31])=[CH:22][C:23]=1[F:30], predict the reactants needed to synthesize it. The reactants are: [C:1]([NH:5][C:6](=[O:34])[C:7]1[CH:12]=[CH:11][CH:10]=[C:9]([CH2:13][N:14]2[CH2:19][CH2:18][N:17]([C:20](=[O:31])[C:21]3[CH:26]=[CH:25][C:24]([N+:27]([O-])=O)=[C:23]([F:30])[CH:22]=3)[CH2:16][CH:15]2[CH2:32][F:33])[CH:8]=1)([CH3:4])([CH3:3])[CH3:2].Cl. (3) Given the product [ClH:1].[CH3:41][O:40][C:31]1[CH:30]=[C:29]2[C:34](=[C:33]3[CH2:35][C:36]([CH3:39])([CH3:38])[O:37][C:32]=13)[C:25]([C:21]1[CH:20]=[C:19]([NH:18][S:15]([NH2:14])(=[O:16])=[O:17])[CH:24]=[CH:23][CH:22]=1)=[N:26][C:27]([CH3:43])([CH3:42])[CH2:28]2, predict the reactants needed to synthesize it. The reactants are: [ClH:1].C(OCC)(=O)C.CC(OC(=O)[NH:14][S:15]([NH:18][C:19]1[CH:24]=[CH:23][CH:22]=[C:21]([C:25]2[C:34]3[C:29](=[CH:30][C:31]([O:40][CH3:41])=[C:32]4[O:37][C:36]([CH3:39])([CH3:38])[CH2:35][C:33]4=3)[CH2:28][C:27]([CH3:43])([CH3:42])[N:26]=2)[CH:20]=1)(=[O:17])=[O:16])(C)C.[OH-].[Na+]. (4) The reactants are: [OH:1][C@H:2]1[CH2:7][CH2:6][C@H:5]([N:8]2[C:16](=[O:17])[C:15]3[C:10](=[CH:11][CH:12]=[CH:13][CH:14]=3)[C:9]2=[O:18])[CH2:4][CH2:3]1.[H-].[Na+].[CH2:21](Br)[CH2:22][CH3:23]. Given the product [CH2:21]([O:1][C@H:2]1[CH2:3][CH2:4][C@H:5]([N:8]2[C:9](=[O:18])[C:10]3[C:15](=[CH:14][CH:13]=[CH:12][CH:11]=3)[C:16]2=[O:17])[CH2:6][CH2:7]1)[CH2:22][CH3:23], predict the reactants needed to synthesize it. (5) The reactants are: [Br:1][C:2]1[C:11]([C:12]([F:15])([F:14])[F:13])=[CH:10][C:9]2[C:4](=[CH:5][CH:6]=[CH:7][CH:8]=2)[C:3]=1[OH:16].[CH3:17][O:18][CH2:19]Cl.C(N(C(C)C)CC)(C)C. Given the product [Br:1][C:2]1[C:11]([C:12]([F:15])([F:14])[F:13])=[CH:10][C:9]2[C:4](=[CH:5][CH:6]=[CH:7][CH:8]=2)[C:3]=1[O:16][CH2:17][O:18][CH3:19], predict the reactants needed to synthesize it. (6) The reactants are: [Cl:1][C:2]([Cl:37])([Cl:36])[C:3]([O:6][C:7]([N:9]1[CH:14]2[C:15]([C:28]([O:30]CC)=[O:29])=[C:16]([C:18]3[CH:23]=[CH:22][CH:21]=[C:20]([CH2:24][CH:25]([OH:27])[CH3:26])[CH:19]=3)[CH2:17][CH:10]1[CH2:11][N:12]([C:33](=[O:35])[CH3:34])[CH2:13]2)=[O:8])([CH3:5])[CH3:4].[OH-].[Na+].Cl. Given the product [Cl:37][C:2]([Cl:1])([Cl:36])[C:3]([O:6][C:7]([N:9]1[CH:14]2[C:15]([C:28]([OH:30])=[O:29])=[C:16]([C:18]3[CH:23]=[CH:22][CH:21]=[C:20]([CH2:24][CH:25]([OH:27])[CH3:26])[CH:19]=3)[CH2:17][CH:10]1[CH2:11][N:12]([C:33](=[O:35])[CH3:34])[CH2:13]2)=[O:8])([CH3:4])[CH3:5], predict the reactants needed to synthesize it. (7) Given the product [Si:20]([O:10][C:6]1[CH:5]=[C:4]2[C:9](=[CH:8][CH:7]=1)[NH:1][CH:2]=[CH:3]2)([C:16]([CH3:19])([CH3:18])[CH3:17])([CH3:23])[CH3:22], predict the reactants needed to synthesize it. The reactants are: [NH:1]1[C:9]2[C:4](=[CH:5][C:6]([OH:10])=[CH:7][CH:8]=2)[CH:3]=[CH:2]1.N1C=CN=C1.[C:16]([Si:20]([CH3:23])([CH3:22])Cl)([CH3:19])([CH3:18])[CH3:17].O. (8) Given the product [CH3:1][C:2]1[CH:7]=[CH:6][CH:5]=[C:4]([CH3:8])[C:3]=1[O:9][CH2:30][C:31]1[C:35]([C:36]([O:38][CH3:39])=[O:37])=[C:34]([CH:40]([CH3:42])[CH3:41])[O:33][N:32]=1, predict the reactants needed to synthesize it. The reactants are: [CH3:1][C:2]1[CH:7]=[CH:6][CH:5]=[C:4]([CH3:8])[C:3]=1[OH:9].C1(P(C2C=CC=CC=2)C2C=CC=CC=2)C=CC=CC=1.O[CH2:30][C:31]1[C:35]([C:36]([O:38][CH3:39])=[O:37])=[C:34]([CH:40]([CH3:42])[CH3:41])[O:33][N:32]=1.N(C(OC(C)C)=O)=NC(OC(C)C)=O. (9) The reactants are: [CH2:1]([N:3]1[C:11]2[C:6](=[C:7]([O:16][CH2:17][C:18]([F:21])([F:20])[F:19])[CH:8]=[C:9]([C:12](OC)=[O:13])[CH:10]=2)[CH:5]=[CH:4]1)[CH3:2].[H-].[Al+3].[Li+].[H-].[H-].[H-].O.O.O.O.O.O.O.O.O.O.S([O-])([O-])(=O)=O.[Na+].[Na+]. Given the product [CH2:1]([N:3]1[C:11]2[C:6](=[C:7]([O:16][CH2:17][C:18]([F:20])([F:19])[F:21])[CH:8]=[C:9]([CH:12]=[O:13])[CH:10]=2)[CH:5]=[CH:4]1)[CH3:2], predict the reactants needed to synthesize it. (10) Given the product [Cl:1][C:2]1[CH:7]=[CH:6][CH:5]=[CH:4][C:3]=1[S:8]([NH:11][C:12]1[C:17]([C:18]2[CH:23]=[CH:22][C:21]([CH2:24][N:27]([CH3:26])[C:28]3[CH:33]=[CH:32][C:31]([O:34][C:35]([F:36])([F:37])[F:38])=[CH:30][CH:29]=3)=[CH:20][CH:19]=2)=[N:16][CH:15]=[CH:14][N:13]=1)(=[O:9])=[O:10], predict the reactants needed to synthesize it. The reactants are: [Cl:1][C:2]1[CH:7]=[CH:6][CH:5]=[CH:4][C:3]=1[S:8]([NH:11][C:12]1[C:17]([C:18]2[CH:23]=[CH:22][C:21]([CH2:24]Cl)=[CH:20][CH:19]=2)=[N:16][CH:15]=[CH:14][N:13]=1)(=[O:10])=[O:9].[CH3:26][NH:27][C:28]1[CH:33]=[CH:32][C:31]([O:34][C:35]([F:38])([F:37])[F:36])=[CH:30][CH:29]=1.